Dataset: Retrosynthesis with 50K atom-mapped reactions and 10 reaction types from USPTO. Task: Predict the reactants needed to synthesize the given product. (1) The reactants are: CC(=O)C(C)Br.Cc1cc(C)c(NC(N)=S)c(C)c1. Given the product Cc1cc(C)c(Nc2nc(C)c(C)s2)c(C)c1, predict the reactants needed to synthesize it. (2) Given the product Cn1cnc2c(F)c(Nc3ccc(Br)cc3Cl)c(C(=O)CO)cc21, predict the reactants needed to synthesize it. The reactants are: COCOCC(=O)c1cc2c(ncn2C)c(F)c1Nc1ccc(Br)cc1Cl. (3) Given the product C=C(C)C(=O)OCCNC(=O)Nc1cc(Cn2c(=O)oc(=O)c3ccccc32)ccn1, predict the reactants needed to synthesize it. The reactants are: C=C(C)C(=O)OCCN=C=O.Nc1cc(Cn2c(=O)oc(=O)c3ccccc32)ccn1. (4) Given the product C=CCO[C@@H]1O[C@H](COCc2ccccc2)[C@@H](OCc2ccccc2)[C@H](OCc2ccccc2)[C@@H]1O[C@@H]1O[C@H](COCc2ccccc2)[C@@H](OCc2ccccc2)[C@H](OCc2ccccc2)[C@H]1O, predict the reactants needed to synthesize it. The reactants are: C=CCO[C@@H]1O[C@H](COCc2ccccc2)[C@@H](OCc2ccccc2)[C@H](OCc2ccccc2)[C@@H]1O[C@@H]1O[C@H](COCc2ccccc2)[C@@H](OCc2ccccc2)[C@H](OCc2ccccc2)[C@H]1OC(C)=O. (5) Given the product CC(=O)Oc1c(C)c2c(c3ccccc13)OCC2c1ccc(C(C)C)cc1, predict the reactants needed to synthesize it. The reactants are: CC(=O)Oc1c(C)c2c(-c3ccc(C(C)C)cc3)coc2c2ccccc12.